Task: Predict the product of the given reaction.. Dataset: Forward reaction prediction with 1.9M reactions from USPTO patents (1976-2016) (1) Given the reactants Br[C:2]1[C:7]([F:8])=[CH:6][C:5]([Br:9])=[CH:4][N:3]=1.[CH3:10][O:11][C:12]1[CH:17]=[CH:16][C:15](B(O)O)=[CH:14][CH:13]=1.C([O-])([O-])=O.[Na+].[Na+], predict the reaction product. The product is: [Br:9][C:5]1[CH:6]=[C:7]([F:8])[C:2]([C:15]2[CH:16]=[CH:17][C:12]([O:11][CH3:10])=[CH:13][CH:14]=2)=[N:3][CH:4]=1. (2) Given the reactants [Br:1][C:2]1[CH:3]=[CH:4][C:5]([Cl:11])=[C:6]([CH:10]=1)[C:7]([NH2:9])=O, predict the reaction product. The product is: [Br:1][C:2]1[CH:3]=[CH:4][C:5]([Cl:11])=[C:6]([CH2:7][NH2:9])[CH:10]=1. (3) Given the reactants [C:1]([C:5]1[NH:9][C:8]([C:10]([OH:12])=O)=[C:7]([N+:13]([O-:15])=[O:14])[CH:6]=1)([CH3:4])([CH3:3])[CH3:2].[CH3:16][N:17]1CCOCC1.CN.CCN=C=NCCCN(C)C.Cl.C(O)(=O)CC(CC(O)=O)(C(O)=O)O, predict the reaction product. The product is: [CH3:16][NH:17][C:10]([C:8]1[NH:9][C:5]([C:1]([CH3:2])([CH3:3])[CH3:4])=[CH:6][C:7]=1[N+:13]([O-:15])=[O:14])=[O:12]. (4) Given the reactants [Cl:1][C:2]1[CH:3]=[N:4][C:5]([CH2:11][O:12][C:13]2[CH:18]=[CH:17][CH:16]=[C:15]([F:19])[CH:14]=2)=[C:6]([CH:10]=1)[C:7]([OH:9])=O.Cl.[NH2:21][C@H:22]([C:24]1[CH:33]=[CH:32][C:27]([C:28]([O:30][CH3:31])=[O:29])=[CH:26][CH:25]=1)[CH3:23], predict the reaction product. The product is: [Cl:1][C:2]1[CH:10]=[C:6]([C:7]([NH:21][C@H:22]([C:24]2[CH:33]=[CH:32][C:27]([C:28]([O:30][CH3:31])=[O:29])=[CH:26][CH:25]=2)[CH3:23])=[O:9])[C:5]([CH2:11][O:12][C:13]2[CH:18]=[CH:17][CH:16]=[C:15]([F:19])[CH:14]=2)=[N:4][CH:3]=1. (5) The product is: [C:6]([O:10][C:11]([NH:13][C:14]1[CH:19]=[CH:18][CH:17]=[CH:16][C:15]=1[NH:20][C:21](=[O:30])[C:22]1[CH:23]=[CH:24][C:25]([CH2:28][NH:38][CH2:39][CH2:40][CH2:41][N:42]2[CH2:43][CH2:44][N:45]([CH3:48])[CH2:46][CH2:47]2)=[CH:26][CH:27]=1)=[O:12])([CH3:8])([CH3:7])[CH3:9]. Given the reactants CS(Cl)(=O)=O.[C:6]([O:10][C:11]([NH:13][C:14]1[CH:19]=[CH:18][CH:17]=[CH:16][C:15]=1[NH:20][C:21](=[O:30])[C:22]1[CH:27]=[CH:26][C:25]([CH2:28]O)=[CH:24][CH:23]=1)=[O:12])([CH3:9])([CH3:8])[CH3:7].C(N(CC)CC)C.[NH2:38][CH2:39][CH2:40][CH2:41][N:42]1[CH2:47][CH2:46][N:45]([CH3:48])[CH2:44][CH2:43]1, predict the reaction product. (6) Given the reactants [H-].[Na+].[O:3]1[CH2:8][CH2:7][CH:6]([OH:9])[CH2:5][CH2:4]1.Cl[C:11]1[C:16]([N+:17]([O-:19])=[O:18])=[CH:15][CH:14]=[C:13]([Cl:20])[N:12]=1, predict the reaction product. The product is: [Cl:20][C:13]1[N:12]=[C:11]([O:9][CH:6]2[CH2:7][CH2:8][O:3][CH2:4][CH2:5]2)[C:16]([N+:17]([O-:19])=[O:18])=[CH:15][CH:14]=1. (7) Given the reactants CO[C:3]([C:5]1[N:6]([CH3:24])[N:7]=[C:8]([O:10][CH2:11][C:12]2[C:13]([C:18]3[CH:23]=[CH:22][CH:21]=[CH:20][N:19]=3)=[N:14][O:15][C:16]=2[CH3:17])[CH:9]=1)=[O:4].[NH2:25][CH:26]1[CH2:31][CH2:30][O:29][CH2:28][CH2:27]1, predict the reaction product. The product is: [O:29]1[CH2:30][CH2:31][CH:26]([NH:25][C:3]([C:5]2[N:6]([CH3:24])[N:7]=[C:8]([O:10][CH2:11][C:12]3[C:13]([C:18]4[CH:23]=[CH:22][CH:21]=[CH:20][N:19]=4)=[N:14][O:15][C:16]=3[CH3:17])[CH:9]=2)=[O:4])[CH2:27][CH2:28]1.